Task: Binary Classification. Given a T-cell receptor sequence (or CDR3 region) and an epitope sequence, predict whether binding occurs between them.. Dataset: TCR-epitope binding with 47,182 pairs between 192 epitopes and 23,139 TCRs (1) The epitope is QARQMVQAMRTIGTHP. The TCR CDR3 sequence is CASSRGLGNTIYF. Result: 1 (the TCR binds to the epitope). (2) The TCR CDR3 sequence is CSVEGASGGFYNEQFF. Result: 0 (the TCR does not bind to the epitope). The epitope is HPKVSSEVHI. (3) The epitope is RLQSLQTYV. The TCR CDR3 sequence is CASSPPLTSTYEQYF. Result: 0 (the TCR does not bind to the epitope).